Dataset: Reaction yield outcomes from USPTO patents with 853,638 reactions. Task: Predict the reaction yield, written as a fraction of the theoretical maximum amount of product (1.0 means a 100% yield; for example, 0.34 means a 34% yield). (1) The catalyst is CO.[Pd]. The yield is 0.990. The product is [CH3:1][N:2]1[CH2:3][CH2:4][N:5]([C:8]2[C:13]([NH2:14])=[C:12]([NH2:15])[CH:11]=[N:10][CH:9]=2)[CH2:6][CH2:7]1. The reactants are [CH3:1][N:2]1[CH2:7][CH2:6][N:5]([C:8]2[CH:9]=[N:10][CH:11]=[C:12]([N+:15]([O-])=O)[C:13]=2[NH2:14])[CH2:4][CH2:3]1. (2) The reactants are [H-].[Na+].[CH2:3]([O:5][C:6](=[O:24])[CH2:7][C:8]([NH:10][C:11]1[CH:16]=[C:15]([C:17]([F:20])([F:19])[F:18])[CH:14]=[CH:13][C:12]=1[C:21](=O)[CH3:22])=[O:9])[CH3:4].CC(O)=O. The catalyst is CCO.[Cl-].[Na+].O. The product is [CH2:3]([O:5][C:6]([C:7]1[C:8]([OH:9])=[N:10][C:11]2[C:12]([C:21]=1[CH3:22])=[CH:13][CH:14]=[C:15]([C:17]([F:20])([F:19])[F:18])[CH:16]=2)=[O:24])[CH3:4]. The yield is 0.570. (3) The reactants are [NH2:1][CH2:2][C:3]1[CH:11]=[CH:10][C:6]([C:7]([OH:9])=[O:8])=[CH:5][CH:4]=1.[CH:12]1[C:24]2[CH:23]([CH2:25][O:26][C:27](ON3C(=O)CCC3=O)=[O:28])[C:22]3[C:17](=[CH:18][CH:19]=[CH:20][CH:21]=3)[C:16]=2[CH:15]=[CH:14][CH:13]=1.CC(C)=O.Cl. The catalyst is C(=O)([O-])O.[Na+].O. The product is [CH:12]1[C:24]2[CH:23]([CH2:25][O:26][C:27]([NH:1][CH2:2][C:3]3[CH:4]=[CH:5][C:6]([C:7]([OH:9])=[O:8])=[CH:10][CH:11]=3)=[O:28])[C:22]3[C:17](=[CH:18][CH:19]=[CH:20][CH:21]=3)[C:16]=2[CH:15]=[CH:14][CH:13]=1. The yield is 0.230.